The task is: Predict the reaction yield, written as a fraction of the theoretical maximum amount of product (1.0 means a 100% yield; for example, 0.34 means a 34% yield).. This data is from Reaction yield outcomes from USPTO patents with 853,638 reactions. The reactants are [Br:1][C:2]1[CH:11]=[C:10]2[C:5]([C:6](=[O:22])[NH:7][N:8]=[C:9]2[CH2:12][C:13]2[CH:14]=[CH:15][C:16]([F:21])=C([CH:20]=2)C#N)=[CH:4][CH:3]=1.[OH-:23].[K+].[CH2:25]([OH:27])[CH3:26]. The catalyst is O. The product is [Br:1][C:2]1[CH:11]=[C:10]2[C:5]([C:6](=[O:22])[NH:7][N:8]=[C:9]2[CH2:12][C:13]2[CH:14]=[CH:15][C:16]([F:21])=[C:26]([CH:20]=2)[C:25]([OH:23])=[O:27])=[CH:4][CH:3]=1. The yield is 0.790.